From a dataset of Reaction yield outcomes from USPTO patents with 853,638 reactions. Predict the reaction yield, written as a fraction of the theoretical maximum amount of product (1.0 means a 100% yield; for example, 0.34 means a 34% yield). (1) The reactants are [Si]([O:8][CH2:9][C:10]1[N:14]2[CH2:15][C:16]3([C:31]4[CH:36]=[CH:35][C:34]([Cl:37])=[CH:33][CH:32]=4)[N:22]([C:23]([C:25]4[C:26]([CH3:30])=[N:27][O:28][CH:29]=4)=[O:24])[CH2:21][CH2:20][N:17]3[C:18](=[O:19])[C:13]2=[CH:12][CH:11]=1)(C(C)(C)C)(C)C.C(Cl)Cl. The catalyst is C(O)(=O)C.C1COCC1.O. The product is [Cl:37][C:34]1[CH:33]=[CH:32][C:31]([C:16]23[N:22]([C:23]([C:25]4[C:26]([CH3:30])=[N:27][O:28][CH:29]=4)=[O:24])[CH2:21][CH2:20][N:17]2[C:18](=[O:19])[C:13]2[N:14]([C:10]([CH2:9][OH:8])=[CH:11][CH:12]=2)[CH2:15]3)=[CH:36][CH:35]=1. The yield is 0.550. (2) The catalyst is O1CCCC1. The product is [Br:25][C:22]1[CH:23]=[CH:24][C:18]2[O:17][C:16]([CH2:14][OH:13])=[CH:20][C:19]=2[CH:21]=1. The yield is 0.920. The reactants are [H-].[Al+3].[Li+].[H-].[H-].[H-].[Cl-].[Al+3].[Cl-].[Cl-].C([O:13][C:14]([C:16]1[O:17][C:18]2[CH:24]=[CH:23][C:22]([Br:25])=[CH:21][C:19]=2[CH:20]=1)=O)C.[NH4+]. (3) The reactants are [NH2:1][S:2]([C:5]1[CH:10]=[CH:9][C:8]([N:11]2[C:15]([CH2:16][C:17]3[CH:22]=[CH:21][CH:20]=[CH:19][CH:18]=3)=[N:14][C:13]([C:23]([O:25]CC)=[O:24])=[N:12]2)=[CH:7][CH:6]=1)(=[O:4])=[O:3].O. The catalyst is Cl. The product is [NH2:1][S:2]([C:5]1[CH:10]=[CH:9][C:8]([N:11]2[C:15]([CH2:16][C:17]3[CH:22]=[CH:21][CH:20]=[CH:19][CH:18]=3)=[N:14][C:13]([C:23]([OH:25])=[O:24])=[N:12]2)=[CH:7][CH:6]=1)(=[O:3])=[O:4]. The yield is 0.790. (4) The reactants are Br[C:2]1[CH:7]=[C:6]([Br:8])[CH:5]=[C:4]([Br:9])[CH:3]=1.[Li]CCCC.[C:15]([C:17]1[CH:18]=[N:19][CH:20]=[CH:21][CH:22]=1)#N.C([O:25]CC)C. No catalyst specified. The product is [Br:9][C:4]1[CH:3]=[C:2]([C:15]([C:17]2[CH:18]=[N:19][CH:20]=[CH:21][CH:22]=2)=[O:25])[CH:7]=[C:6]([Br:8])[CH:5]=1. The yield is 0.810. (5) The reactants are [F:1][C:2]([F:9])([F:8])[N:3]1[CH:7]=[CH:6][NH:5][NH:4]1.Cl[C:11]1[CH:18]=[CH:17][C:14]([C:15]#[N:16])=[C:13]([S:19][CH2:20][CH2:21][CH3:22])[CH:12]=1.C(=O)([O-])[O-].[K+].[K+].O. The catalyst is CN(C)C=O. The product is [CH2:20]([S:19][C:13]1[CH:12]=[C:11]([N:5]2[CH:6]=[CH:7][N:3]([C:2]([F:9])([F:8])[F:1])[NH:4]2)[CH:18]=[CH:17][C:14]=1[C:15]#[N:16])[CH2:21][CH3:22]. The yield is 0.382. (6) The reactants are [NH2:1][C:2]1[C:10]([F:11])=[CH:9][C:8]([C:12]2[CH:13]=[C:14]3[C:20]([C:21]4[CH:26]=[CH:25][CH:24]=[CH:23][C:22]=4[O:27][CH3:28])=[CH:19][N:18](S(C4C=CC(C)=CC=4)(=O)=O)[C:15]3=[N:16][CH:17]=2)=[CH:7][C:3]=1[C:4](O)=[O:5].[CH2:39]([N:41]([CH2:50][CH3:51])[CH2:42][CH2:43][N:44]1[CH2:49][CH2:48][NH:47][CH2:46][CH2:45]1)[CH3:40].F[P-](F)(F)(F)(F)F.N1(OC(N(C)C)=[N+](C)C)C2N=CC=CC=2N=N1.[OH-].[K+]. The catalyst is CN(C)C=O.C(O)(=O)C. The product is [NH2:1][C:2]1[C:10]([F:11])=[CH:9][C:8]([C:12]2[CH:13]=[C:14]3[C:20]([C:21]4[CH:26]=[CH:25][CH:24]=[CH:23][C:22]=4[O:27][CH3:28])=[CH:19][NH:18][C:15]3=[N:16][CH:17]=2)=[CH:7][C:3]=1[C:4]([N:47]1[CH2:46][CH2:45][N:44]([CH2:43][CH2:42][N:41]([CH2:39][CH3:40])[CH2:50][CH3:51])[CH2:49][CH2:48]1)=[O:5]. The yield is 0.210. (7) The reactants are [Br:1][C:2]1[CH:7]=[CH:6][C:5]([C:8](=[O:10])[CH3:9])=[CH:4][CH:3]=1.[CH3:11][N:12]([CH:14](OC)OC)[CH3:13]. No catalyst specified. The product is [Br:1][C:2]1[CH:7]=[CH:6][C:5]([C:8](=[O:10])/[CH:9]=[CH:11]/[N:12]([CH3:14])[CH3:13])=[CH:4][CH:3]=1. The yield is 0.610. (8) The reactants are [N+:1]([C:4]1[CH:9]=[CH:8][C:7]([C:10]2[S:14][C:13]([CH2:15][CH2:16][C:17](OC)=O)=[N:12][CH:11]=2)=[CH:6][CH:5]=1)([O-:3])=[O:2].[N+](C1C=CC(C(=O)CNC(C2CC[CH:38]([C:41]([O:43][CH3:44])=[O:42])[CH2:37][CH2:36]2)=O)=CC=1)([O-])=O.COC1C=CC(P2(SP(C3C=CC(OC)=CC=3)(=S)S2)=S)=CC=1. No catalyst specified. The product is [N+:1]([C:4]1[CH:5]=[CH:6][C:7]([C:10]2[S:14][C:13]([CH:15]3[CH2:16][CH2:17][CH:38]([C:41]([O:43][CH3:44])=[O:42])[CH2:37][CH2:36]3)=[N:12][CH:11]=2)=[CH:8][CH:9]=1)([O-:3])=[O:2]. The yield is 0.520. (9) The reactants are [C:1]1([N:7]2[C:19]3[CH:18]=[CH:17][CH:16]=[CH:15][C:14]=3[C:13]3[C:8]2=[CH:9][CH:10]=[CH:11][CH:12]=3)[CH:6]=[CH:5][CH:4]=[CH:3][CH:2]=1.[Br:20]N1C(=O)CCC1=O.CO. The catalyst is C(O)(=O)C. The product is [Br:20][C:16]1[CH:17]=[CH:18][C:19]2[N:7]([C:1]3[CH:2]=[CH:3][CH:4]=[CH:5][CH:6]=3)[C:8]3[C:13]([C:14]=2[CH:15]=1)=[CH:12][CH:11]=[CH:10][CH:9]=3. The yield is 0.880.